From a dataset of Experimentally validated miRNA-target interactions with 360,000+ pairs, plus equal number of negative samples. Binary Classification. Given a miRNA mature sequence and a target amino acid sequence, predict their likelihood of interaction. (1) The protein sequence of the target gene is MRTVVLTMKASVIEMFLVLLVTGVHSNKETAKKIKRPKFTVPQINCDVKAGKIIDPEFIVKCPAGCQDPKYHVYGTDVYASYSSVCGAAVHSGVLDNSGGKILVRKVAGQSGYKGSYSNGVQSLSLPRWRESFIVLESKPKKGVTYPSALTYSSSKSPAAQAGETTKAYQRPPIPGTTAQPVTLMQLLAVTVAVATPTTLPRPSPSAASTTSIPRPQSVGHRSQEMDLWSTATYTSSQNRPRADPGIQRQDPSGAAFQKPVGADVSLGLVPKEELSTQSLEPVSLGDPNCKIDLSFLIDG.... Result: 0 (no interaction). The miRNA is hsa-miR-6867-3p with sequence CUCUCCCUCUUUACCCACUAG. (2) The miRNA is mmu-miR-3062-5p with sequence GGAGAAUGUAGUGUUACCGUGA. The protein sequence of the target gene is MDEESLDGLLFKDHDFSSDLLRQLNSLRQSRILTDVSICAGAREIPCHRNVLASSSPYFRAMFCSSFREKSEAKVQLKGIDPPTLDQIVSYVYTGEAHIATDNVLPVMEAASMLQFPKLFEACSSYLQSQLAPSNCLGMIRLSEILSCETLKKKAREVALTSFPEVAASADLKELCALELRDYLGDDGLCGEEEKVFEALMVWIKHDLQARKRYMQELFKQVRLQYIHPAFFHHFIANDALLQSSPACQIILETAKRQMFSLCGTTVPDCKLLLHVPPRNSYQDFLILLGGRKDSQQTTR.... Result: 0 (no interaction). (3) The miRNA is hsa-miR-3613-3p with sequence ACAAAAAAAAAAGCCCAACCCUUC. The protein sequence of the target gene is MTCVEQDKLGQAFEDAFEVLRQHSTGDLQYSPDYRNYLALINHRPHVKGNSSCYGVLPTEEPVYNWRTVINSAADFYFEGNIHQSLQNITENQLVQPTLLQQKGGKGRKKLRLFEYLHESLYNPEMASCIQWVDKTKGIFQFVSKNKEKLAELWGKRKGNRKTMTYQKMARALRNYGRSGEITKIRRKLTYQFSEAILQRLSPSYFLGKEIFYSQCVQPDQEYLSLNNWNANYNYTYANYHELNHHDC. Result: 1 (interaction). (4) The miRNA is hsa-miR-3180-3p with sequence UGGGGCGGAGCUUCCGGAGGCC. The protein sequence of the target gene is MGSIGSQRLKEPCVAATSDQSVVTSFSFDNFQLETTAEGAQDPGIRVRGVPTFTDSAVEEPVPDDRYHAIYFAMLLAGVGFLLPYNSFITDVDYLHHKYPGTSIVFDMSLTYILVALAAVLLNNVVVERLNLHTRITTGYLLALGPLLFISICDVWLQLFSHDQAYAINLAAVGTVAFGCTVQQSSFYGYTGLLPKRYTQGVMTGESTAGVMISLSRILTKLLLPDERASTIIFFLVSAGLELLCFLLHLLVRRSRFVLYYTTRPRDSRPVQAGYRVHHDVASGDIHFEHQTPALSSSRS.... Result: 0 (no interaction). (5) The miRNA is hsa-miR-6840-3p with sequence GCCCAGGACUUUGUGCGGGGUG. The protein sequence of the target gene is MAAGGSGVGGKRSSKSDADSGFLGLRPTSVDPALRRRRRGPRNKKRGWRRLAQEPLGLEVDQFLEDVRLQERTSGGLLSEAPNEKLFFVDTGSKEKGLTKKRTKVQKKSLLLKKPLRVDLILENTSKVPAPKDVLAHQVPNAKKLRRKEQLWEKLAKQGELPREVRRAQARLLNPSATRAKPGPQDTVERPFYDLWASDNPLDRPLVGQDEFFLEQTKKKGVKRPARLHTKPSQAPAVEVAPAGASYNPSFEDHQTLLSAAHEVELQRQKEAEKLERQLALPATEQAATQESTFQELCEG.... Result: 1 (interaction).